From a dataset of Reaction yield outcomes from USPTO patents with 853,638 reactions. Predict the reaction yield, written as a fraction of the theoretical maximum amount of product (1.0 means a 100% yield; for example, 0.34 means a 34% yield). (1) The reactants are [Cl-].[Al+3].[Cl-].[Cl-].[C:5](Cl)(=[O:7])[CH3:6].[Br:9][C:10]1[CH:15]=[CH:14][C:13]([OH:16])=[CH:12][CH:11]=1. The catalyst is C(Cl)Cl. The product is [C:5]([O:16][C:13]1[CH:14]=[CH:15][C:10]([Br:9])=[CH:11][CH:12]=1)(=[O:7])[CH3:6]. The yield is 0.850. (2) The reactants are Cl[C:2]1[N:7]=[C:6]([Cl:8])[C:5]([C:9]([F:12])([F:11])[F:10])=[CH:4][N:3]=1.ClC(Cl)C.CCOCC.[NH2:22][C:23]1[CH:28]=[CH:27][C:26]([CH:29]2[CH2:34][CH2:33][N:32]([C:35]([O:37][C:38]([CH3:41])([CH3:40])[CH3:39])=[O:36])[CH2:31][CH2:30]2)=[CH:25][C:24]=1[O:42][CH3:43].C(N(CC)CC)C. The catalyst is [Cl-].[Zn+2].[Cl-].C(O)(C)(C)C. The product is [Cl:8][C:6]1[C:5]([C:9]([F:12])([F:11])[F:10])=[CH:4][N:3]=[C:2]([NH:22][C:23]2[CH:28]=[CH:27][C:26]([CH:29]3[CH2:30][CH2:31][N:32]([C:35]([O:37][C:38]([CH3:39])([CH3:40])[CH3:41])=[O:36])[CH2:33][CH2:34]3)=[CH:25][C:24]=2[O:42][CH3:43])[N:7]=1. The yield is 0.640. (3) The yield is 0.680. The product is [C:6]1([C:11]2[CH:16]=[CH:15][CH:14]=[CH:13][CH:12]=2)[C:5]([C:17]#[N:18])=[CH:10][CH:9]=[CH:8][CH:7]=1. The reactants are [C-]#N.[Na+].Br[C:5]1[CH:10]=[CH:9][CH:8]=[CH:7][C:6]=1[C:11]1[CH:16]=[CH:15][CH:14]=[CH:13][CH:12]=1.[CH3:17][NH:18]CCNC.[OH-].[NH4+]. The catalyst is [Cu]I.O.C(OCC)(=O)C.C1(C)C=CC=CC=1. (4) The yield is 0.300. The reactants are CC1C2N=C(C3C=NC(OCCCC4CCN(C)CC4)=CC=3)NC=2C=CC=1.[CH3:28][C:29]1[CH:34]=[C:33]([O:35][CH2:36][CH2:37][CH2:38][CH:39]2[CH2:44][CH2:43][N:42]([CH3:45])[CH2:41][CH2:40]2)[N:32]=[CH:31][C:30]=1[CH:46]=O.[Cl:48][C:49]1[CH:54]=[C:53]([NH2:55])[C:52]([NH2:56])=[C:51]([CH3:57])[CH:50]=1. No catalyst specified. The product is [Cl:48][C:49]1[CH:50]=[C:51]([CH3:57])[C:52]2[N:56]=[C:46]([C:30]3[CH:31]=[N:32][C:33]([O:35][CH2:36][CH2:37][CH2:38][CH:39]4[CH2:44][CH2:43][N:42]([CH3:45])[CH2:41][CH2:40]4)=[CH:34][C:29]=3[CH3:28])[NH:55][C:53]=2[CH:54]=1. (5) The reactants are C([O:4][CH2:5][C:6]1[C:11]([N:12]2[CH2:17][CH2:16][C:15]3[C:18]4[CH2:24][CH2:23][CH2:22][CH2:21][C:19]=4[S:20][C:14]=3[C:13]2=[O:25])=[CH:10][C:9]([F:26])=[CH:8][C:7]=1B1OC(C)(C)C(C)(C)O1)(=O)C.Cl[C:37]1[CH:38]=[C:39]([NH:46][C:47]2[CH:52]=[CH:51][C:50]([N:53]3[CH2:58][CH2:57][N:56]([CH:59]4[CH2:62][O:61][CH2:60]4)[CH2:55][CH2:54]3)=[CH:49][N:48]=2)[C:40]2[N:41]([CH:43]=[CH:44][N:45]=2)[N:42]=1.C1(P(C2CCCCC2)C2CCCCC2)CCCCC1.C([O-])([O-])=O.[Cs+].[Cs+]. The catalyst is C1C=CC(/C=C/C(/C=C/C2C=CC=CC=2)=O)=CC=1.C1C=CC(/C=C/C(/C=C/C2C=CC=CC=2)=O)=CC=1.C1C=CC(/C=C/C(/C=C/C2C=CC=CC=2)=O)=CC=1.[Pd].[Pd].O1CCOCC1. The product is [F:26][C:9]1[CH:8]=[C:7]([C:37]2[CH:38]=[C:39]([NH:46][C:47]3[CH:52]=[CH:51][C:50]([N:53]4[CH2:58][CH2:57][N:56]([CH:59]5[CH2:62][O:61][CH2:60]5)[CH2:55][CH2:54]4)=[CH:49][N:48]=3)[C:40]3[N:41]([CH:43]=[CH:44][N:45]=3)[N:42]=2)[C:6]([CH2:5][OH:4])=[C:11]([N:12]2[C:13](=[O:25])[C:14]3[S:20][C:19]4[CH2:21][CH2:22][CH2:23][CH2:24][C:18]=4[C:15]=3[CH2:16][CH2:17]2)[CH:10]=1. The yield is 0.220. (6) The reactants are Cl[C:2]1(Cl)[CH:6]2[N:7]([C:10]([O:12][CH2:13][C:14]3[CH:19]=[CH:18][CH:17]=[CH:16][CH:15]=3)=[O:11])[CH2:8][CH2:9][CH:5]2[CH2:4][C:3]1=[O:20].[Cl-].[NH4+]. The catalyst is CO.[Zn]. The product is [O:20]=[C:3]1[CH2:2][CH:6]2[N:7]([C:10]([O:12][CH2:13][C:14]3[CH:19]=[CH:18][CH:17]=[CH:16][CH:15]=3)=[O:11])[CH2:8][CH2:9][CH:5]2[CH2:4]1. The yield is 0.840.